This data is from Peptide-MHC class II binding affinity with 134,281 pairs from IEDB. The task is: Regression. Given a peptide amino acid sequence and an MHC pseudo amino acid sequence, predict their binding affinity value. This is MHC class II binding data. The peptide sequence is NIMWKQISNELNHIL. The MHC is DRB1_1302 with pseudo-sequence DRB1_1302. The binding affinity (normalized) is 0.819.